From a dataset of Catalyst prediction with 721,799 reactions and 888 catalyst types from USPTO. Predict which catalyst facilitates the given reaction. (1) Reactant: [Cl-].O[NH3+:3].[C:4](=[O:7])([O-])[OH:5].[Na+].CS(C)=O.[F:13][C:14]1[CH:15]=[C:16]([C:48]2[C:49]([C:54]#[N:55])=[CH:50][CH:51]=[CH:52][CH:53]=2)[CH:17]=[CH:18][C:19]=1[CH2:20][C:21]1[C:22](=[O:47])[N:23]([C@H:34]2[CH2:39][CH2:38][C@H:37]([O:40][CH:41]([CH3:46])[C:42]([OH:45])([CH3:44])[CH3:43])[CH2:36][CH2:35]2)[C:24]2[N:25]([N:30]=[C:31]([CH3:33])[N:32]=2)[C:26]=1[CH2:27][CH2:28][CH3:29]. Product: [F:13][C:14]1[CH:15]=[C:16]([C:48]2[CH:53]=[CH:52][CH:51]=[CH:50][C:49]=2[C:54]2[NH:3][C:4](=[O:7])[O:5][N:55]=2)[CH:17]=[CH:18][C:19]=1[CH2:20][C:21]1[C:22](=[O:47])[N:23]([C@H:34]2[CH2:39][CH2:38][C@H:37]([O:40][CH:41]([CH3:46])[C:42]([OH:45])([CH3:43])[CH3:44])[CH2:36][CH2:35]2)[C:24]2[N:25]([N:30]=[C:31]([CH3:33])[N:32]=2)[C:26]=1[CH2:27][CH2:28][CH3:29]. The catalyst class is: 13. (2) Reactant: C[O:2][C:3](=[O:39])[C:4]1[CH:9]=[C:8]([CH3:10])[C:7]([O:11][CH2:12][CH:13]([C:20]2[N:21]([C:31]3[CH:36]=[CH:35][C:34]([Cl:37])=[CH:33][CH:32]=3)[N:22]=[C:23]3[C:28]=2[CH:27]=[C:26]([F:29])[C:25]([F:30])=[CH:24]3)[CH:14]2[CH2:19][CH2:18][CH2:17][CH2:16][CH2:15]2)=[C:6]([CH3:38])[CH:5]=1.[OH-].[Li+]. Product: [Cl:37][C:34]1[CH:35]=[CH:36][C:31]([N:21]2[C:20]([CH:13]([CH:14]3[CH2:19][CH2:18][CH2:17][CH2:16][CH2:15]3)[CH2:12][O:11][C:7]3[C:6]([CH3:38])=[CH:5][C:4]([C:3]([OH:39])=[O:2])=[CH:9][C:8]=3[CH3:10])=[C:28]3[C:23]([CH:24]=[C:25]([F:30])[C:26]([F:29])=[CH:27]3)=[N:22]2)=[CH:32][CH:33]=1. The catalyst class is: 36. (3) Reactant: [C:9](O[C:9]([O:11][C:12]([CH3:15])([CH3:14])[CH3:13])=[O:10])([O:11][C:12]([CH3:15])([CH3:14])[CH3:13])=[O:10].[NH2:16][C:17]1[CH:21]=[CH:20][S:19][C:18]=1[C:22]([O:24][CH2:25][CH3:26])=[O:23]. Product: [C:12]([O:11][C:9]([NH:16][C:17]1[CH:21]=[CH:20][S:19][C:18]=1[C:22]([O:24][CH2:25][CH3:26])=[O:23])=[O:10])([CH3:13])([CH3:14])[CH3:15]. The catalyst class is: 341.